This data is from Catalyst prediction with 721,799 reactions and 888 catalyst types from USPTO. The task is: Predict which catalyst facilitates the given reaction. (1) Reactant: [Si:1]([O:8][C@H:9]1[CH2:14][O:13][C@H:12]([C:15]([OH:17])=[O:16])[CH2:11][CH2:10]1)([C:4]([CH3:7])([CH3:6])[CH3:5])([CH3:3])[CH3:2].[C:18](OC(O[C:18]([CH3:21])([CH3:20])[CH3:19])N(C)C)([CH3:21])([CH3:20])[CH3:19]. Product: [Si:1]([O:8][C@H:9]1[CH2:14][O:13][C@H:12]([C:15]([O:17][C:18]([CH3:21])([CH3:20])[CH3:19])=[O:16])[CH2:11][CH2:10]1)([C:4]([CH3:7])([CH3:6])[CH3:5])([CH3:3])[CH3:2]. The catalyst class is: 11. (2) Reactant: [CH:1]1([N:4]([CH:18]2[CH2:23][CH2:22][N:21]([C:24](=[O:37])[C:25]3[CH:30]=[CH:29][CH:28]=[CH:27][C:26]=3[N:31]3[CH2:35][CH2:34][O:33]C3=O)[CH2:20][CH2:19]2)[S:5]([C:8]2[CH:13]=[CH:12][CH:11]=[C:10]([C:14]([F:17])([F:16])[F:15])[CH:9]=2)(=[O:7])=[O:6])[CH2:3][CH2:2]1.[OH-].[K+]. Product: [CH:1]1([N:4]([CH:18]2[CH2:23][CH2:22][N:21]([C:24](=[O:37])[C:25]3[CH:30]=[CH:29][CH:28]=[CH:27][C:26]=3[NH:31][CH2:35][CH2:34][OH:33])[CH2:20][CH2:19]2)[S:5]([C:8]2[CH:13]=[CH:12][CH:11]=[C:10]([C:14]([F:16])([F:17])[F:15])[CH:9]=2)(=[O:6])=[O:7])[CH2:3][CH2:2]1. The catalyst class is: 6. (3) The catalyst class is: 5. Reactant: [CH:1](=O)[C:2]1[CH:7]=[CH:6][CH:5]=[CH:4][CH:3]=1.[CH3:9][O:10][C:11]1[N:16]=[CH:15][N:14]=[C:13]([NH2:17])[CH:12]=1. Product: [CH:1](=[N:17][C:13]1[CH:12]=[C:11]([O:10][CH3:9])[N:16]=[CH:15][N:14]=1)[C:2]1[CH:7]=[CH:6][CH:5]=[CH:4][CH:3]=1. (4) Reactant: [Si]([O:8][C@@H:9]([C:40](=[O:42])[NH2:41])[CH2:10][C@H:11]1[CH2:22][CH2:21][C:20]2[S:19][C:18]3[N:17]=[CH:16][N:15]=[C:14]([O:23][CH:24]4[CH2:29][CH2:28][CH:27]([N:30]([CH2:38][CH3:39])C(=O)OC(C)(C)C)[CH2:26][CH2:25]4)[C:13]=3[C:12]1=2)(C(C)(C)C)(C)C.Cl. Product: [CH2:38]([NH:30][CH:27]1[CH2:28][CH2:29][CH:24]([O:23][C:14]2[C:13]3[C:12]4[C@@H:11]([CH2:10][C@@H:9]([OH:8])[C:40]([NH2:41])=[O:42])[CH2:22][CH2:21][C:20]=4[S:19][C:18]=3[N:17]=[CH:16][N:15]=2)[CH2:25][CH2:26]1)[CH3:39]. The catalyst class is: 4. (5) Reactant: [C:1]([CH:4]1[CH2:9][CH2:8][N:7]([C:10]([O:12][C:13]([CH3:16])([CH3:15])[CH3:14])=[O:11])[CH2:6][CH2:5]1)(=[O:3])[CH3:2].C[Si]([N-][Si](C)(C)C)(C)C.[Li+].C[Si](Cl)(C)C.[Br:32]Br. Product: [Br:32][CH2:2][C:1]([CH:4]1[CH2:5][CH2:6][N:7]([C:10]([O:12][C:13]([CH3:16])([CH3:15])[CH3:14])=[O:11])[CH2:8][CH2:9]1)=[O:3]. The catalyst class is: 674. (6) Reactant: [NH2:1][C:2]1[C:6]2[CH:7]=[N:8][C:9]([NH:11][C:12]([NH:14][C@@H:15]([C:17]3[CH:22]=[CH:21][CH:20]=[CH:19][CH:18]=3)[CH3:16])=[O:13])=[CH:10][C:5]=2[NH:4][N:3]=1.[C:23]1(=O)[CH2:27][CH2:26][C:25](=[O:28])[CH2:24]1.[O-]S([O-])(=O)=O.[Mg+2]. Product: [O:28]=[C:25]1[CH2:26][CH2:27][C:23]([NH:1][C:2]2[C:6]3[CH:7]=[N:8][C:9]([NH:11][C:12]([NH:14][C@@H:15]([C:17]4[CH:22]=[CH:21][CH:20]=[CH:19][CH:18]=4)[CH3:16])=[O:13])=[CH:10][C:5]=3[NH:4][N:3]=2)=[CH:24]1. The catalyst class is: 11. (7) Reactant: Cl[C:2]1[C:3]([C@@H:7]([C:9]2[CH:14]=[CH:13][C:12]([NH:15][C:16]3[S:17][CH:18]=[C:19]([C:21]([F:24])([F:23])[F:22])[N:20]=3)=[CH:11][CH:10]=2)[CH3:8])=[N:4][S:5][N:6]=1.[OH-:25].[Na+]. Product: [F:22][C:21]([F:24])([F:23])[C:19]1[N:20]=[C:16]([NH:15][C:12]2[CH:13]=[CH:14][C:9]([C@H:7]([C:3]3[C:2]([OH:25])=[N:6][S:5][N:4]=3)[CH3:8])=[CH:10][CH:11]=2)[S:17][CH:18]=1. The catalyst class is: 5. (8) Reactant: [C:1]([O:5][C:6]([N:8]1[CH2:13][CH2:12][CH:11]([CH:14]([OH:26])[C:15]2[CH:20]=[CH:19][C:18]([S:21](=[O:25])(=[O:24])[NH:22][CH3:23])=[CH:17][CH:16]=2)[CH2:10][CH2:9]1)=[O:7])([CH3:4])([CH3:3])[CH3:2].C1C=C[NH+]=CC=1.[O-][Cr](Cl)(=O)=O. Product: [C:1]([O:5][C:6]([N:8]1[CH2:13][CH2:12][CH:11]([C:14](=[O:26])[C:15]2[CH:16]=[CH:17][C:18]([S:21](=[O:25])(=[O:24])[NH:22][CH3:23])=[CH:19][CH:20]=2)[CH2:10][CH2:9]1)=[O:7])([CH3:4])([CH3:2])[CH3:3]. The catalyst class is: 2. (9) Reactant: C(OC(=O)[CH:5]=[C:6]1[C:12]2[CH:13]=[CH:14][CH:15]=[CH:16][C:11]=2[CH2:10][O:9][C:8]2[CH:17]=[C:18]([F:21])[CH:19]=[CH:20][C:7]1=2)C.[OH-].[Li+].C(O)(=O)C.[Br:29]N1C(=O)CCC1=O. Product: [Br:29]/[CH:5]=[C:6]1/[C:7]2[CH:20]=[CH:19][C:18]([F:21])=[CH:17][C:8]=2[O:9][CH2:10][C:11]2[CH:16]=[CH:15][CH:14]=[CH:13][C:12]/1=2. The catalyst class is: 252. (10) Reactant: [F:1][C:2]1[CH:3]=[C:4]([CH:24]=[CH:25][CH:26]=1)[CH:5]=[C:6]1[CH2:12][CH:11]2[N:13](C(OCC3C=CC=CC=3)=O)[CH:8]([CH2:9][CH2:10]2)[CH2:7]1. Product: [F:1][C:2]1[CH:3]=[C:4]([CH:24]=[CH:25][CH:26]=1)[CH2:5][CH:6]1[CH2:12][CH:11]2[NH:13][CH:8]([CH2:9][CH2:10]2)[CH2:7]1. The catalyst class is: 63.